Dataset: Catalyst prediction with 721,799 reactions and 888 catalyst types from USPTO. Task: Predict which catalyst facilitates the given reaction. (1) Reactant: Br[C:2]1[CH:3]=[C:4]([CH:8]=[C:9]([S:11]([F:16])([F:15])([F:14])([F:13])[F:12])[CH:10]=1)[C:5]([OH:7])=[O:6].[N:17]1([C:23]([O:25][C:26]([CH3:29])([CH3:28])[CH3:27])=[O:24])[CH2:22][CH2:21][NH:20][CH2:19][CH2:18]1.C1(P(C2CCCCC2)C2C=CC=CC=2C2C(C(C)C)=CC(C(C)C)=CC=2C(C)C)CCCCC1.CC(C)([O-])C.[Na+]. Product: [C:26]([O:25][C:23]([N:17]1[CH2:22][CH2:21][N:20]([C:2]2[CH:3]=[C:4]([CH:8]=[C:9]([S:11]([F:16])([F:15])([F:14])([F:13])[F:12])[CH:10]=2)[C:5]([OH:7])=[O:6])[CH2:19][CH2:18]1)=[O:24])([CH3:29])([CH3:27])[CH3:28]. The catalyst class is: 11. (2) Reactant: [N:1]([CH2:4][C:5]1[C:6]([CH3:25])=[N:7][C:8]2[N:9]([CH:19]=[C:20]([C:22]([OH:24])=O)[N:21]=2)[C:10]=1[C:11]1[CH:16]=[CH:15][C:14]([Cl:17])=[CH:13][C:12]=1[Cl:18])=[N+:2]=[N-:3].[NH:26]1[CH2:31][CH2:30][O:29][CH2:28][CH2:27]1.C1C=NC2N(O)N=NC=2C=1.C(Cl)CCl.CCN(C(C)C)C(C)C. Product: [N:1]([CH2:4][C:5]1[C:6]([CH3:25])=[N:7][C:8]2[N:9]([CH:19]=[C:20]([C:22]([N:26]3[CH2:31][CH2:30][O:29][CH2:28][CH2:27]3)=[O:24])[N:21]=2)[C:10]=1[C:11]1[CH:16]=[CH:15][C:14]([Cl:17])=[CH:13][C:12]=1[Cl:18])=[N+:2]=[N-:3]. The catalyst class is: 1. (3) The catalyst class is: 1. Reactant: [Br:1][C:2]1[CH:3]=[C:4]([C:9]([F:12])([F:11])[F:10])[C:5]([OH:8])=[N:6][CH:7]=1.[H-].[Na+].[CH3:15]I.O. Product: [Br:1][C:2]1[CH:3]=[C:4]([C:9]([F:12])([F:10])[F:11])[C:5](=[O:8])[N:6]([CH3:15])[CH:7]=1. (4) Reactant: [NH2:1][CH:2]1[CH2:7][CH2:6][CH2:5][N:4]([C:8]([O:10][C:11]([CH3:14])([CH3:13])[CH3:12])=[O:9])[CH2:3]1.[C:15]([O:19][C:20](=[O:33])[NH:21][C:22]1[C:27]([C:28](=[O:31])[CH2:29][CH3:30])=[CH:26][CH:25]=[C:24](Cl)[N:23]=1)([CH3:18])([CH3:17])[CH3:16].C(N(C(C)C)CC)(C)C. Product: [C:15]([O:19][C:20]([NH:21][C:22]1[N:23]=[C:24]([NH:1][CH:2]2[CH2:7][CH2:6][CH2:5][N:4]([C:8]([O:10][C:11]([CH3:14])([CH3:13])[CH3:12])=[O:9])[CH2:3]2)[CH:25]=[CH:26][C:27]=1[C:28](=[O:31])[CH2:29][CH3:30])=[O:33])([CH3:18])([CH3:17])[CH3:16]. The catalyst class is: 148. (5) Reactant: [C:1]([NH:8][C@H:9]1[CH2:13][CH2:12][NH:11][CH2:10]1)([O:3][C:4]([CH3:7])([CH3:6])[CH3:5])=[O:2].C([O-])([O-])=O.[Cs+].[Cs+].FC(F)(F)S(O[C:26]1[C:31]2[CH2:32][CH:33]([CH3:35])[O:34][C:30]=2[C:29]([F:36])=[CH:28][CH:27]=1)(=O)=O. Product: [F:36][C:29]1[C:30]2[O:34][CH:33]([CH3:35])[CH2:32][C:31]=2[C:26]([N:11]2[CH2:12][CH2:13][C@H:9]([NH:8][C:1](=[O:2])[O:3][C:4]([CH3:7])([CH3:6])[CH3:5])[CH2:10]2)=[CH:27][CH:28]=1. The catalyst class is: 222. (6) Reactant: [CH3:1][O:2][C:3](=[O:25])[C:4]([NH:7][C:8]([C@H:10]1[CH2:15][CH2:14][C@H:13]([C:16]2[CH:21]=[CH:20][C:19]([N+:22]([O-])=O)=[CH:18][CH:17]=2)[CH2:12][CH2:11]1)=[O:9])([CH3:6])[CH3:5]. Product: [CH3:1][O:2][C:3](=[O:25])[C:4]([NH:7][C:8]([C@H:10]1[CH2:11][CH2:12][C@H:13]([C:16]2[CH:17]=[CH:18][C:19]([NH2:22])=[CH:20][CH:21]=2)[CH2:14][CH2:15]1)=[O:9])([CH3:6])[CH3:5]. The catalyst class is: 63.